Dataset: Reaction yield outcomes from USPTO patents with 853,638 reactions. Task: Predict the reaction yield, written as a fraction of the theoretical maximum amount of product (1.0 means a 100% yield; for example, 0.34 means a 34% yield). (1) The reactants are [Br:1][C:2]1[CH:3]=[CH:4][CH:5]=[C:6]2[C:11]=1[NH:10][C:9](=O)[N:8]([CH2:13][CH3:14])[C:7]2=[O:15].O=P(Cl)(Cl)[Cl:18].CCN(C(C)C)C(C)C.[OH-].[Na+]. The catalyst is O. The product is [Br:1][C:2]1[CH:3]=[CH:4][CH:5]=[C:6]2[C:11]=1[N:10]=[C:9]([Cl:18])[N:8]([CH2:13][CH3:14])[C:7]2=[O:15]. The yield is 0.570. (2) The reactants are [NH2:1][S:2]([C:5]1[CH:6]=[CH:7][C:8]([N:11]2[C:15]([CH3:16])=[CH:14][C:13]([C:17]([OH:19])=O)=[N:12]2)=[N:9][CH:10]=1)(=[O:4])=[O:3].S(Cl)([Cl:22])=O. The catalyst is CN(C=O)C. The product is [NH2:1][S:2]([C:5]1[CH:6]=[CH:7][C:8]([N:11]2[C:15]([CH3:16])=[CH:14][C:13]([C:17]([Cl:22])=[O:19])=[N:12]2)=[N:9][CH:10]=1)(=[O:4])=[O:3]. The yield is 1.00. (3) The reactants are CCN(C(C)C)C(C)C.OC(C(F)(F)F)=O.[NH2:17][CH2:18][C:19]([N:21]1[CH2:26][CH2:25][N:24]([C:27](=[O:38])[C:28]2[CH:33]=[CH:32][CH:31]=[CH:30][C:29]=2[C:34]([F:37])([F:36])[F:35])[CH2:23][CH2:22]1)=[O:20].C1C=CC2N(O)N=NC=2C=1.CCN=C=NCCCN(C)C.Cl.[C:61]1([C:67]2[O:71][C:70]([C:72](O)=[O:73])=[CH:69][CH:68]=2)[CH:66]=[CH:65][CH:64]=[CH:63][CH:62]=1. The catalyst is CN(C=O)C.O. The product is [O:20]=[C:19]([N:21]1[CH2:22][CH2:23][N:24]([C:27](=[O:38])[C:28]2[CH:33]=[CH:32][CH:31]=[CH:30][C:29]=2[C:34]([F:37])([F:35])[F:36])[CH2:25][CH2:26]1)[CH2:18][NH:17][C:72]([C:70]1[O:71][C:67]([C:61]2[CH:62]=[CH:63][CH:64]=[CH:65][CH:66]=2)=[CH:68][CH:69]=1)=[O:73]. The yield is 0.400. (4) The reactants are CN(C)[CH:3]=[CH:4][C:5]1[CH:12]=[CH:11][C:8]([C:9]#[N:10])=[CH:7][C:6]=1[N+:13]([O-])=O. The catalyst is CO.[Pd]. The product is [C:9]([C:8]1[CH:7]=[C:6]2[C:5]([CH:4]=[CH:3][NH:13]2)=[CH:12][CH:11]=1)#[N:10]. The yield is 0.720. (5) The reactants are [Br:1][C:2]1[N:3]([CH:12]([CH3:14])[CH3:13])[CH:4]=[C:5]([C:7]([O:9][CH2:10][CH3:11])=[O:8])[N:6]=1.[Li+].CC([N-]C(C)C)C.[Cl:23][C:24]1[CH:31]=[CH:30][C:27]([CH:28]=[O:29])=[CH:26][CH:25]=1.[NH4+].[Cl-]. The catalyst is C1COCC1. The product is [Br:1][C:2]1[N:3]([CH:12]([CH3:13])[CH3:14])[C:4]([CH:28]([C:27]2[CH:30]=[CH:31][C:24]([Cl:23])=[CH:25][CH:26]=2)[OH:29])=[C:5]([C:7]([O:9][CH2:10][CH3:11])=[O:8])[N:6]=1. The yield is 0.810. (6) The product is [Cl:27][CH:25]([O:24][C:22]([NH:2][CH2:3][C:4]1([CH2:10][C:11]([O:13][CH2:14][C:15]2[CH:16]=[CH:17][CH:18]=[CH:19][CH:20]=2)=[O:12])[CH2:9][CH2:8][CH2:7][CH2:6][CH2:5]1)=[O:23])[CH3:26]. The reactants are Cl.[NH2:2][CH2:3][C:4]1([CH2:10][C:11]([O:13][CH2:14][C:15]2[CH:20]=[CH:19][CH:18]=[CH:17][CH:16]=2)=[O:12])[CH2:9][CH2:8][CH2:7][CH2:6][CH2:5]1.Cl[C:22]([O:24][CH:25]([Cl:27])[CH3:26])=[O:23].CN1CCOCC1. The yield is 0.980. The catalyst is ClCCl. (7) The reactants are [Br:1][C:2]1[N:6]2[N:7]=[C:8]([NH:11][CH2:12][CH2:13][OH:14])[CH:9]=[CH:10][C:5]2=[N:4][CH:3]=1.[C:15]([N:19]([CH3:28])[C:20](N1C=C[N+](C)=C1)=[O:21])([CH3:18])([CH3:17])[CH3:16].[H-].[Na+]. The catalyst is C1COCC1.CN(C=O)C. The product is [C:15]([N:19]([CH3:28])[C:20](=[O:21])[O:14][CH2:13][CH2:12][NH:11][C:8]1[CH:9]=[CH:10][C:5]2[N:6]([C:2]([Br:1])=[CH:3][N:4]=2)[N:7]=1)([CH3:18])([CH3:17])[CH3:16]. The yield is 0.310.